Dataset: Full USPTO retrosynthesis dataset with 1.9M reactions from patents (1976-2016). Task: Predict the reactants needed to synthesize the given product. (1) The reactants are: C([O:3][P:4]([C:9]1[CH:14]=[CH:13][CH:12]=[CH:11][C:10]=1[NH:15][C:16]([NH:18][C:19]1[CH:24]=[CH:23][C:22]([Cl:25])=[C:21]([C:26]([F:29])([F:28])[F:27])[CH:20]=1)=[O:17])(=[O:8])[O:5]CC)C.C[Si](Br)(C)C. Given the product [Cl:25][C:22]1[CH:23]=[CH:24][C:19]([NH:18][C:16](=[O:17])[NH:15][C:10]2[CH:11]=[CH:12][CH:13]=[CH:14][C:9]=2[P:4](=[O:3])([OH:5])[OH:8])=[CH:20][C:21]=1[C:26]([F:29])([F:27])[F:28], predict the reactants needed to synthesize it. (2) The reactants are: [CH2:1]([O:3][CH2:4][C:5]1[N:6]([NH:18][CH2:19][CH2:20][CH2:21][NH:22][C:23](=[O:29])[O:24][C:25]([CH3:28])([CH3:27])[CH3:26])[C:7]2[C:16]3[CH:15]=[CH:14][CH:13]=[CH:12][C:11]=3[N:10]=[CH:9][C:8]=2[N:17]=1)[CH3:2].C1C=C(Cl)C=C(C(OO)=[O:38])C=1. Given the product [CH2:1]([O:3][CH2:4][C:5]1[N:6]([NH:18][CH2:19][CH2:20][CH2:21][NH:22][C:23](=[O:29])[O:24][C:25]([CH3:28])([CH3:27])[CH3:26])[C:7]2[C:16]3[CH:15]=[CH:14][CH:13]=[CH:12][C:11]=3[N+:10]([O-:38])=[CH:9][C:8]=2[N:17]=1)[CH3:2], predict the reactants needed to synthesize it. (3) Given the product [Si:5]([O:14][CH2:15][C:16]1[CH:17]=[C:18]([CH:23]=[C:24]([CH2:26][OH:27])[CH:25]=1)[C:19]([O:21][CH3:22])=[O:20])([C:1]([CH3:4])([CH3:3])[CH3:2])([CH3:8])[CH3:7], predict the reactants needed to synthesize it. The reactants are: [C:1]([Si:5]([CH3:8])([CH3:7])Cl)([CH3:4])([CH3:3])[CH3:2].N1C=CN=C1.[OH:14][CH2:15][C:16]1[CH:17]=[C:18]([CH:23]=[C:24]([CH2:26][OH:27])[CH:25]=1)[C:19]([O:21][CH3:22])=[O:20].C(=O)(O)[O-].[Na+].